This data is from Catalyst prediction with 721,799 reactions and 888 catalyst types from USPTO. The task is: Predict which catalyst facilitates the given reaction. (1) Reactant: [O:1]1[C:5]2[CH:6]=[CH:7][C:8]([CH2:10][CH2:11][C:12]([NH:14][C:15]3[CH:42]=[CH:41][C:18]([C:19]([NH:21][N:22]=[C:23]4[C:31]5[C:26](=[CH:27][CH:28]=[C:29]([I:32])[CH:30]=5)[N:25]([CH2:33][CH2:34][CH2:35][C:36]([O:38]C)=[O:37])[C:24]4=[O:40])=[O:20])=[CH:17][CH:16]=3)=[O:13])=[CH:9][C:4]=2[O:3][CH2:2]1.[OH-].[Na+]. Product: [O:1]1[C:5]2[CH:6]=[CH:7][C:8]([CH2:10][CH2:11][C:12]([NH:14][C:15]3[CH:16]=[CH:17][C:18]([C:19]([NH:21]/[N:22]=[C:23]4\[C:24](=[O:40])[N:25]([CH2:33][CH2:34][CH2:35][C:36]([OH:38])=[O:37])[C:26]5[C:31]\4=[CH:30][C:29]([I:32])=[CH:28][CH:27]=5)=[O:20])=[CH:41][CH:42]=3)=[O:13])=[CH:9][C:4]=2[O:3][CH2:2]1. The catalyst class is: 20. (2) Reactant: [CH3:1][O:2][C:3]1[C:8]([CH3:9])=[CH:7][C:6]([NH:10][CH2:11][C:12]2([C:16]([O:18]CC)=[O:17])[CH2:15][CH2:14][CH2:13]2)=[C:5]([CH3:21])[C:4]=1[CH3:22].[OH-].[K+]. Product: [CH3:1][O:2][C:3]1[C:8]([CH3:9])=[CH:7][C:6]([NH:10][CH2:11][C:12]2([C:16]([OH:18])=[O:17])[CH2:13][CH2:14][CH2:15]2)=[C:5]([CH3:21])[C:4]=1[CH3:22]. The catalyst class is: 8. (3) Reactant: [NH:1]1[C:9]2[C:4](=[CH:5][CH:6]=[CH:7][CH:8]=2)[C:3]([CH2:10][CH:11]([CH3:16])[C:12](OC)=[O:13])=[CH:2]1.CO. Product: [NH:1]1[C:9]2[C:4](=[CH:5][CH:6]=[CH:7][CH:8]=2)[C:3]([CH2:10][CH:11]([CH3:16])[CH2:12][OH:13])=[CH:2]1. The catalyst class is: 1. (4) Reactant: [C:1]([O:5][C:6]([N:8]1[CH2:13][CH2:12][CH:11]([O:14][C:15]2[C:20]([Cl:21])=[CH:19][N:18]=[C:17]([O-:22])[CH:16]=2)[CH2:10][CH2:9]1)=[O:7])([CH3:4])([CH3:3])[CH3:2].C([N+](CCCC)(CCCC)CCCC)CCC.CN1C(=O)CCC1.F[C:48]1[CH:53]=[CH:52][C:51]([S:54]([CH3:57])(=[O:56])=[O:55])=[CH:50][C:49]=1[F:58]. Product: [Cl:21][C:20]1[C:15]([O:14][CH:11]2[CH2:12][CH2:13][N:8]([C:6]([O:5][C:1]([CH3:4])([CH3:2])[CH3:3])=[O:7])[CH2:9][CH2:10]2)=[CH:16][C:17](=[O:22])[N:18]([C:48]2[CH:53]=[CH:52][C:51]([S:54]([CH3:57])(=[O:56])=[O:55])=[CH:50][C:49]=2[F:58])[CH:19]=1. The catalyst class is: 13. (5) Reactant: [CH3:1][O:2][C:3]([C:5]1[C:10]([F:11])=[CH:9][C:8]([S:12][CH2:13][C:14](OCC)=[O:15])=[C:7]([NH2:19])[N:6]=1)=[O:4]. Product: [F:11][C:10]1[C:5]([C:3]([O:2][CH3:1])=[O:4])=[N:6][C:7]2[NH:19][C:14](=[O:15])[CH2:13][S:12][C:8]=2[CH:9]=1. The catalyst class is: 15.